From a dataset of Reaction yield outcomes from USPTO patents with 853,638 reactions. Predict the reaction yield, written as a fraction of the theoretical maximum amount of product (1.0 means a 100% yield; for example, 0.34 means a 34% yield). (1) The reactants are [C:1]([O:7][C:8]([CH3:11])([CH3:10])[CH3:9])(=[O:6])[CH2:2][C:3]([CH3:5])=O.[F:12][C:13]1[CH:20]=[CH:19][C:16]([CH:17]=O)=[CH:15][CH:14]=1.[NH4+:21].[OH-:22]. The catalyst is CCO.C(Cl)Cl. The product is [F:12][C:13]1[CH:20]=[CH:19][C:16]([CH:17]2[C:2]([C:1]([O:7][C:8]([CH3:11])([CH3:10])[CH3:9])=[O:6])=[C:3]([CH3:5])[NH:21][C:3]([CH3:5])=[C:2]2[C:1]([O:7][C:8]([CH3:11])([CH3:10])[CH3:9])=[O:22])=[CH:15][CH:14]=1. The yield is 0.380. (2) The reactants are [OH:1][C:2]1[CH:3]=[C:4]([CH:7]=[CH:8][C:9]=1[OH:10])[CH:5]=[O:6].[C:11]([O-])([O-])=O.[K+].[K+].Br[CH2:18][CH2:19]Br.[OH2:21]. The catalyst is CN(C=O)C. The product is [CH3:11][O:21][C:8]1[C:9]2[O:10][CH2:18][CH2:19][O:1][C:2]=2[CH:3]=[C:4]([CH:5]=[O:6])[CH:7]=1. The yield is 0.750.